This data is from Forward reaction prediction with 1.9M reactions from USPTO patents (1976-2016). The task is: Predict the product of the given reaction. (1) Given the reactants Br[CH2:2][C:3]1[CH:4]=[C:5]([C:10]2[C:11]([CH3:24])=[CH:12][C:13]([O:16][CH2:17][CH2:18][CH2:19][S:20]([CH3:23])(=[O:22])=[O:21])=[N:14][CH:15]=2)[CH:6]=[CH:7][C:8]=1[F:9].[OH:25][C:26]1[N:31]=[CH:30][C:29]2[CH:32]3[CH:35]([C:36]([O:38][CH2:39][CH3:40])=[O:37])[CH:33]3[CH2:34][C:28]=2[CH:27]=1, predict the reaction product. The product is: [CH2:39]([O:38][C:36]([CH:35]1[CH:33]2[CH2:34][C:28]3[CH:27]=[C:26]([O:25][CH2:2][C:3]4[CH:4]=[C:5]([C:10]5[CH:15]=[N:14][C:13]([O:16][CH2:17][CH2:18][CH2:19][S:20]([CH3:23])(=[O:22])=[O:21])=[CH:12][C:11]=5[CH3:24])[CH:6]=[CH:7][C:8]=4[F:9])[N:31]=[CH:30][C:29]=3[CH:32]12)=[O:37])[CH3:40]. (2) Given the reactants [CH:1]12[CH2:7][CH:4]([CH:5]=[CH:6]1)[CH2:3][CH:2]2[NH:8][C:9]([NH:11][NH2:12])=[S:10].[OH:13][C:14]1[CH:21]=[CH:20][C:17]([CH:18]=O)=[CH:16][CH:15]=1, predict the reaction product. The product is: [CH:1]12[CH2:7][CH:4]([CH:5]=[CH:6]1)[CH2:3][CH:2]2[NH:8][C:9](=[S:10])[NH:11][N:12]=[CH:18][C:17]1[CH:20]=[CH:21][C:14]([OH:13])=[CH:15][CH:16]=1. (3) The product is: [Cl:33][CH2:2][C:3]1[N:7]([CH3:8])[C:6]2[CH:9]=[CH:10][CH:11]=[CH:12][C:5]=2[N:4]=1. Given the reactants O[CH2:2][C:3]1[N:7]([CH3:8])[C:6]2[CH:9]=[CH:10][CH:11]=[CH:12][C:5]=2[N:4]=1.C1C=CC(P(C2C=CC=CC=2)C2C=CC=CC=2)=CC=1.C(Cl)(Cl)(Cl)[Cl:33], predict the reaction product. (4) Given the reactants [CH2:1]([O:3][C:4]([C:6]1[CH:10]=[C:9]([CH2:11][OH:12])[O:8][CH:7]=1)=[O:5])[CH3:2], predict the reaction product. The product is: [CH2:1]([O:3][C:4]([C:6]1[CH:10]=[C:9]([CH:11]=[O:12])[O:8][CH:7]=1)=[O:5])[CH3:2].